This data is from NCI-60 drug combinations with 297,098 pairs across 59 cell lines. The task is: Regression. Given two drug SMILES strings and cell line genomic features, predict the synergy score measuring deviation from expected non-interaction effect. (1) Drug 1: COC1=NC(=NC2=C1N=CN2C3C(C(C(O3)CO)O)O)N. Drug 2: C(CC(=O)O)C(=O)CN.Cl. Cell line: SN12C. Synergy scores: CSS=6.36, Synergy_ZIP=-3.31, Synergy_Bliss=-3.39, Synergy_Loewe=-2.58, Synergy_HSA=-4.47. (2) Drug 1: CC(C)NC(=O)C1=CC=C(C=C1)CNNC.Cl. Drug 2: COC1=C2C(=CC3=C1OC=C3)C=CC(=O)O2. Cell line: SK-MEL-2. Synergy scores: CSS=-1.67, Synergy_ZIP=12.3, Synergy_Bliss=14.8, Synergy_Loewe=14.4, Synergy_HSA=7.24. (3) Drug 1: C1=NC2=C(N1)C(=S)N=C(N2)N. Drug 2: CC(C)(C#N)C1=CC(=CC(=C1)CN2C=NC=N2)C(C)(C)C#N. Cell line: MCF7. Synergy scores: CSS=35.6, Synergy_ZIP=-0.245, Synergy_Bliss=-0.719, Synergy_Loewe=0.0918, Synergy_HSA=0.887. (4) Drug 1: CNC(=O)C1=NC=CC(=C1)OC2=CC=C(C=C2)NC(=O)NC3=CC(=C(C=C3)Cl)C(F)(F)F. Cell line: NCI/ADR-RES. Drug 2: C1CN(CCN1C(=O)CCBr)C(=O)CCBr. Synergy scores: CSS=12.9, Synergy_ZIP=0.631, Synergy_Bliss=2.69, Synergy_Loewe=-7.30, Synergy_HSA=-2.16. (5) Drug 1: CCC1=CC2CC(C3=C(CN(C2)C1)C4=CC=CC=C4N3)(C5=C(C=C6C(=C5)C78CCN9C7C(C=CC9)(C(C(C8N6C)(C(=O)OC)O)OC(=O)C)CC)OC)C(=O)OC.C(C(C(=O)O)O)(C(=O)O)O. Drug 2: C1=C(C(=O)NC(=O)N1)F. Cell line: OVCAR-4. Synergy scores: CSS=56.7, Synergy_ZIP=-0.232, Synergy_Bliss=0.252, Synergy_Loewe=6.17, Synergy_HSA=7.31. (6) Drug 1: C(=O)(N)NO. Synergy scores: CSS=0.0695, Synergy_ZIP=1.37, Synergy_Bliss=2.81, Synergy_Loewe=-0.134, Synergy_HSA=-0.0575. Drug 2: C1=NNC2=C1C(=O)NC=N2. Cell line: NCI-H322M.